This data is from Catalyst prediction with 721,799 reactions and 888 catalyst types from USPTO. The task is: Predict which catalyst facilitates the given reaction. Reactant: C[O:2][C:3]([C@@H:5]1[O:9][C:8](=[O:10])[N:7]([C:11]2[CH:20]=[CH:19][C:14]3[C:15]([CH3:18])=[N:16][O:17][C:13]=3[CH:12]=2)[CH2:6]1)=O.N.CC#[N:24]. Product: [CH3:18][C:15]1[C:14]2[CH:19]=[CH:20][C:11]([N:7]3[CH2:6][C@H:5]([C:3]([NH2:24])=[O:2])[O:9][C:8]3=[O:10])=[CH:12][C:13]=2[O:17][N:16]=1. The catalyst class is: 5.